From a dataset of Forward reaction prediction with 1.9M reactions from USPTO patents (1976-2016). Predict the product of the given reaction. (1) Given the reactants [CH3:1][C:2]1[CH:3]=[C:4]([SH:8])[CH:5]=[CH:6][CH:7]=1.[H-].[Na+].[CH3:11][C:12]1[CH:17]=[CH:16][C:15]([NH:18][C:19](=[O:31])[CH:20]=[CH:21]S(C2C=CC=CC=2)(=O)=O)=[CH:14][CH:13]=1.[OH-].[Na+], predict the reaction product. The product is: [CH3:11][C:12]1[CH:13]=[CH:14][C:15]([NH:18][C:19](=[O:31])[CH:20]=[CH:21][S:8][C:4]2[CH:5]=[CH:6][CH:7]=[C:2]([CH3:1])[CH:3]=2)=[CH:16][CH:17]=1. (2) Given the reactants [CH:1]1([C:7]2[CH:12]=[CH:11][C:10]([C:13](=[O:15])[CH3:14])=[CH:9][CH:8]=2)[CH2:6][CH2:5][CH2:4][CH2:3][CH2:2]1.[Br:16]Br, predict the reaction product. The product is: [Br:16][CH2:14][C:13]([C:10]1[CH:9]=[CH:8][C:7]([CH:1]2[CH2:2][CH2:3][CH2:4][CH2:5][CH2:6]2)=[CH:12][CH:11]=1)=[O:15].